From a dataset of Full USPTO retrosynthesis dataset with 1.9M reactions from patents (1976-2016). Predict the reactants needed to synthesize the given product. Given the product [CH3:20][O:19][C:16]1[CH:17]=[CH:18][C:13]([C:11]2[N:1]=[C:2]3[CH:7]=[C:6]([CH3:8])[CH:5]=[CH:4][N:3]3[CH:10]=2)=[CH:14][CH:15]=1, predict the reactants needed to synthesize it. The reactants are: [NH2:1][C:2]1[CH:7]=[C:6]([CH3:8])[CH:5]=[CH:4][N:3]=1.Br[CH2:10][C:11]([C:13]1[CH:18]=[CH:17][C:16]([O:19][CH3:20])=[CH:15][CH:14]=1)=O.